From a dataset of Forward reaction prediction with 1.9M reactions from USPTO patents (1976-2016). Predict the product of the given reaction. Given the reactants C([O:3][C:4]([C:6]1[NH:10][C:9]2[C:11]([Br:14])=[CH:12][S:13][C:8]=2[CH:7]=1)=[O:5])C.O[Li].O, predict the reaction product. The product is: [Br:14][C:11]1[C:9]2[NH:10][C:6]([C:4]([OH:5])=[O:3])=[CH:7][C:8]=2[S:13][CH:12]=1.